From a dataset of NCI-60 drug combinations with 297,098 pairs across 59 cell lines. Regression. Given two drug SMILES strings and cell line genomic features, predict the synergy score measuring deviation from expected non-interaction effect. (1) Drug 2: CCC1=C2CN3C(=CC4=C(C3=O)COC(=O)C4(CC)O)C2=NC5=C1C=C(C=C5)O. Synergy scores: CSS=41.7, Synergy_ZIP=6.51, Synergy_Bliss=6.76, Synergy_Loewe=-2.23, Synergy_HSA=8.05. Cell line: U251. Drug 1: CC1C(C(=O)NC(C(=O)N2CCCC2C(=O)N(CC(=O)N(C(C(=O)O1)C(C)C)C)C)C(C)C)NC(=O)C3=C4C(=C(C=C3)C)OC5=C(C(=O)C(=C(C5=N4)C(=O)NC6C(OC(=O)C(N(C(=O)CN(C(=O)C7CCCN7C(=O)C(NC6=O)C(C)C)C)C)C(C)C)C)N)C. (2) Drug 1: CNC(=O)C1=NC=CC(=C1)OC2=CC=C(C=C2)NC(=O)NC3=CC(=C(C=C3)Cl)C(F)(F)F. Drug 2: CCC1(C2=C(COC1=O)C(=O)N3CC4=CC5=C(C=CC(=C5CN(C)C)O)N=C4C3=C2)O.Cl. Cell line: SNB-75. Synergy scores: CSS=26.1, Synergy_ZIP=-0.485, Synergy_Bliss=2.47, Synergy_Loewe=2.29, Synergy_HSA=2.32. (3) Drug 1: COC1=CC(=CC(=C1O)OC)C2C3C(COC3=O)C(C4=CC5=C(C=C24)OCO5)OC6C(C(C7C(O6)COC(O7)C8=CC=CS8)O)O. Drug 2: C(CN)CNCCSP(=O)(O)O. Cell line: NCI-H460. Synergy scores: CSS=41.1, Synergy_ZIP=1.16, Synergy_Bliss=1.82, Synergy_Loewe=-45.4, Synergy_HSA=2.14. (4) Drug 1: C1=CC(=CC=C1CCC2=CNC3=C2C(=O)NC(=N3)N)C(=O)NC(CCC(=O)O)C(=O)O. Drug 2: C1=CC(=CC=C1C#N)C(C2=CC=C(C=C2)C#N)N3C=NC=N3. Cell line: CAKI-1. Synergy scores: CSS=21.8, Synergy_ZIP=1.24, Synergy_Bliss=4.46, Synergy_Loewe=4.84, Synergy_HSA=6.51. (5) Drug 1: C#CCC(CC1=CN=C2C(=N1)C(=NC(=N2)N)N)C3=CC=C(C=C3)C(=O)NC(CCC(=O)O)C(=O)O. Drug 2: B(C(CC(C)C)NC(=O)C(CC1=CC=CC=C1)NC(=O)C2=NC=CN=C2)(O)O. Cell line: DU-145. Synergy scores: CSS=3.77, Synergy_ZIP=0.735, Synergy_Bliss=-2.11, Synergy_Loewe=-2.02, Synergy_HSA=-3.07. (6) Drug 1: C1CCC(CC1)NC(=O)N(CCCl)N=O. Drug 2: CC1=C(N=C(N=C1N)C(CC(=O)N)NCC(C(=O)N)N)C(=O)NC(C(C2=CN=CN2)OC3C(C(C(C(O3)CO)O)O)OC4C(C(C(C(O4)CO)O)OC(=O)N)O)C(=O)NC(C)C(C(C)C(=O)NC(C(C)O)C(=O)NCCC5=NC(=CS5)C6=NC(=CS6)C(=O)NCCC[S+](C)C)O. Cell line: TK-10. Synergy scores: CSS=6.09, Synergy_ZIP=-3.85, Synergy_Bliss=2.02, Synergy_Loewe=0.109, Synergy_HSA=2.64. (7) Drug 1: C1=CC(=CC=C1CCC2=CNC3=C2C(=O)NC(=N3)N)C(=O)NC(CCC(=O)O)C(=O)O. Drug 2: C1=CC(=CC=C1CC(C(=O)O)N)N(CCCl)CCCl.Cl. Cell line: HCC-2998. Synergy scores: CSS=20.7, Synergy_ZIP=-4.17, Synergy_Bliss=-14.7, Synergy_Loewe=-18.0, Synergy_HSA=-13.2.